From a dataset of Forward reaction prediction with 1.9M reactions from USPTO patents (1976-2016). Predict the product of the given reaction. (1) Given the reactants CN(C)/[CH:3]=[CH:4]/[C:5]([C:7]1[C:12](=[O:13])[CH:11]=[CH:10][N:9]([C:14]2[CH:19]=[CH:18][CH:17]=[C:16]([S:20]([C:23]([F:26])([F:25])[F:24])(=[O:22])=[O:21])[CH:15]=2)[N:8]=1)=O.[Cl:28][C:29]1[C:34]([Cl:35])=[CH:33][CH:32]=[CH:31][C:30]=1[NH:36][NH2:37], predict the reaction product. The product is: [Cl:28][C:29]1[C:34]([Cl:35])=[CH:33][CH:32]=[CH:31][C:30]=1[N:36]1[C:5]([C:7]2[C:12](=[O:13])[CH:11]=[CH:10][N:9]([C:14]3[CH:19]=[CH:18][CH:17]=[C:16]([S:20]([C:23]([F:26])([F:24])[F:25])(=[O:22])=[O:21])[CH:15]=3)[N:8]=2)=[CH:4][CH:3]=[N:37]1. (2) Given the reactants [Br:1][C:2]1[CH:3]=[C:4]([CH:9]=[CH:10][C:11]=1[C:12]([NH2:14])=[O:13])[C:5]([O:7]C)=[O:6].[OH-].[Na+].Cl, predict the reaction product. The product is: [Br:1][C:2]1[CH:3]=[C:4]([CH:9]=[CH:10][C:11]=1[C:12]([NH2:14])=[O:13])[C:5]([OH:7])=[O:6].